This data is from Peptide-MHC class I binding affinity with 185,985 pairs from IEDB/IMGT. The task is: Regression. Given a peptide amino acid sequence and an MHC pseudo amino acid sequence, predict their binding affinity value. This is MHC class I binding data. (1) The peptide sequence is DNKLYHVL. The MHC is H-2-Kb with pseudo-sequence H-2-Kb. The binding affinity (normalized) is 0.0735. (2) The peptide sequence is EMSLADYLY. The MHC is HLA-B27:03 with pseudo-sequence HLA-B27:03. The binding affinity (normalized) is 0.0847. (3) The peptide sequence is MEISSSWWF. The MHC is HLA-B45:01 with pseudo-sequence HLA-B45:01. The binding affinity (normalized) is 0.635. (4) The peptide sequence is MEIYIWDHD. The MHC is HLA-B08:01 with pseudo-sequence HLA-B08:01. The binding affinity (normalized) is 0.0847. (5) The peptide sequence is MRHVLEPF. The MHC is Mamu-B08 with pseudo-sequence Mamu-B08. The binding affinity (normalized) is 0.413. (6) The peptide sequence is YVIKVSARV. The MHC is HLA-B51:01 with pseudo-sequence HLA-B51:01. The binding affinity (normalized) is 0.217. (7) The peptide sequence is SLFLPKLVV. The MHC is HLA-A02:03 with pseudo-sequence HLA-A02:03. The binding affinity (normalized) is 0.861. (8) The peptide sequence is AEFWDVFLS. The MHC is HLA-A03:01 with pseudo-sequence HLA-A03:01. The binding affinity (normalized) is 0.0847. (9) The peptide sequence is AANEIRISK. The MHC is HLA-A03:01 with pseudo-sequence HLA-A03:01. The binding affinity (normalized) is 0.537. (10) The peptide sequence is LEENVEVEIW. The MHC is HLA-B44:02 with pseudo-sequence HLA-B44:02. The binding affinity (normalized) is 0.554.